This data is from NCI-60 drug combinations with 297,098 pairs across 59 cell lines. The task is: Regression. Given two drug SMILES strings and cell line genomic features, predict the synergy score measuring deviation from expected non-interaction effect. Drug 1: CCC1=C2CN3C(=CC4=C(C3=O)COC(=O)C4(CC)O)C2=NC5=C1C=C(C=C5)O. Drug 2: CCCCC(=O)OCC(=O)C1(CC(C2=C(C1)C(=C3C(=C2O)C(=O)C4=C(C3=O)C=CC=C4OC)O)OC5CC(C(C(O5)C)O)NC(=O)C(F)(F)F)O. Cell line: NCI-H460. Synergy scores: CSS=67.9, Synergy_ZIP=-2.67, Synergy_Bliss=-3.05, Synergy_Loewe=-1.45, Synergy_HSA=2.51.